Dataset: Reaction yield outcomes from USPTO patents with 853,638 reactions. Task: Predict the reaction yield, written as a fraction of the theoretical maximum amount of product (1.0 means a 100% yield; for example, 0.34 means a 34% yield). (1) The reactants are C([O:3][C:4]([CH:6]1[CH2:8][CH:7]1[CH2:9][N:10]1[C@@H:14]([CH2:15][OH:16])[C@H:13]([C:17]2[CH:22]=[CH:21][CH:20]=[C:19]([Cl:23])[C:18]=2[F:24])[C@:12]([C:27]2[CH:32]=[CH:31][C:30]([Cl:33])=[CH:29][C:28]=2[F:34])([C:25]#[N:26])[C@@H:11]1[CH2:35][C:36]([CH3:39])([CH3:38])[CH3:37])=[O:5])C.[Li+].[OH-]. The catalyst is C1COCC1.C(OCC)(=O)C.O. The product is [Cl:23][C:19]1[C:18]([F:24])=[C:17]([C@H:13]2[C@H:14]([CH2:15][OH:16])[N:10]([CH2:9][C@@H:7]3[CH2:8][C@H:6]3[C:4]([OH:5])=[O:3])[C@@H:11]([CH2:35][C:36]([CH3:37])([CH3:38])[CH3:39])[C@@:12]2([C:27]2[CH:32]=[CH:31][C:30]([Cl:33])=[CH:29][C:28]=2[F:34])[C:25]#[N:26])[CH:22]=[CH:21][CH:20]=1. The yield is 0.120. (2) The reactants are [Cl:1][C:2]1[CH:7]=[CH:6][C:5]([C:8]([C:10]2[CH:11]=[N:12][CH:13]=[CH:14][C:15]=2Cl)=O)=[CH:4][CH:3]=1.O.[NH2:18][NH2:19]. The catalyst is CO. The product is [Cl:1][C:2]1[CH:7]=[CH:6][C:5]([C:8]2[C:10]3[CH:11]=[N:12][CH:13]=[CH:14][C:15]=3[NH:19][N:18]=2)=[CH:4][CH:3]=1. The yield is 0.330. (3) The reactants are [NH2:1]/[C:2](/OCC)=[CH:3]\[C:4](=O)[C:5]([F:8])([F:7])[F:6].S(O)(O)(=O)=O.[CH3:18][NH:19][NH2:20]. No catalyst specified. The product is [CH3:18][N:19]1[C:4]([C:5]([F:8])([F:7])[F:6])=[CH:3][C:2]([NH2:1])=[N:20]1. The yield is 0.230. (4) The reactants are [C:1]([O:5][C:6]([NH:8][CH2:9][C:10]1[N:11]([CH2:32][CH:33]([CH3:35])[CH3:34])[C:12](=[O:31])[C:13]2[C:18]([C:19]=1[C:20]1[CH:25]=[CH:24][CH:23]=[C:22]([F:26])[CH:21]=1)=[CH:17][C:16]([C:27]([O:29]C)=[O:28])=[CH:15][CH:14]=2)=[O:7])([CH3:4])([CH3:3])[CH3:2].[OH-].[Na+].O.Cl. The catalyst is O1CCCC1.CO. The product is [C:1]([O:5][C:6]([NH:8][CH2:9][C:10]1[N:11]([CH2:32][CH:33]([CH3:35])[CH3:34])[C:12](=[O:31])[C:13]2[C:18]([C:19]=1[C:20]1[CH:25]=[CH:24][CH:23]=[C:22]([F:26])[CH:21]=1)=[CH:17][C:16]([C:27]([OH:29])=[O:28])=[CH:15][CH:14]=2)=[O:7])([CH3:4])([CH3:3])[CH3:2]. The yield is 0.957. (5) The reactants are [CH3:1][C:2]1[CH:7]=[CH:6][CH:5]=[CH:4][C:3]=1[C:8]1[CH:13]=[CH:12][C:11]([C:14]2[O:18][N:17]=[C:16]([C:19]3[CH:24]=[CH:23][C:22]([CH:25](O)[CH3:26])=[CH:21][CH:20]=3)[N:15]=2)=[CH:10][C:9]=1[C:28]([F:31])([F:30])[F:29].CCN(C(C)C)C(C)C.S(Cl)(C)(=O)=O.C(=O)([O-])[O-].[K+].[K+].[NH2:52][C@@H:53]([CH:61]([CH3:63])[CH3:62])[C:54]([O:56][C:57]([CH3:60])([CH3:59])[CH3:58])=[O:55]. The catalyst is C(Cl)Cl.C([O-])(O)=O.[Na+].O. The product is [CH3:62][CH:61]([CH3:63])[C@H:53]([NH:52][CH2:26][CH2:25][C:22]1[CH:21]=[CH:20][C:19]([C:16]2[N:15]=[C:14]([C:11]3[CH:12]=[CH:13][C:8]([C:3]4[CH:4]=[CH:5][CH:6]=[CH:7][C:2]=4[CH3:1])=[C:9]([C:28]([F:31])([F:29])[F:30])[CH:10]=3)[O:18][N:17]=2)=[CH:24][CH:23]=1)[C:54]([O:56][C:57]([CH3:58])([CH3:60])[CH3:59])=[O:55]. The yield is 0.720.